Task: Predict the reactants needed to synthesize the given product.. Dataset: Full USPTO retrosynthesis dataset with 1.9M reactions from patents (1976-2016) (1) The reactants are: [C:1]([O-])(=O)[CH:2]=[CH2:3].[C:6](O)(=O)[CH:7]=[CH2:8].C(O)(=O)C=C.[NH2:16][C:17]([O:19][CH2:20][CH3:21])=[O:18].[CH:22]1[CH2:26]C=[CH:24][CH:23]=1. Given the product [CH:2]12[CH2:3][CH:22]([CH2:23][CH2:24]1)[CH:26]=[CH:1]2.[CH:7]12[CH2:8][CH:22]([CH2:23][CH2:24]1)[CH:26]=[CH:6]2.[NH2:16][C:17]([O:19][CH2:20][CH3:21])=[O:18], predict the reactants needed to synthesize it. (2) Given the product [Br:43][C:25]1[CH:24]=[CH:23][CH:22]=[CH:21][C:20]=1[N:7]([CH2:6][CH:1]1[CH2:2][CH2:3][CH2:4][CH2:5]1)[C:8](=[O:19])[NH:9][C:10]1[S:11][C:12]([S:49][CH2:48][C:47]([OH:46])=[O:56])=[CH:13][N:14]=1, predict the reactants needed to synthesize it. The reactants are: [CH:1]1([CH2:6][N:7]([C:20]2[CH:25]=[CH:24][C:23](S(C)(=O)=O)=[CH:22][CH:21]=2)[C:8](=[O:19])[NH:9][C:10]2[S:11][CH:12]=[C:13](CC(O)=O)[N:14]=2)[CH2:5][CH2:4][CH2:3][CH2:2]1.C1(CNC2C=CC=CC=2[Br:43])CCCC1.C([O:46][C:47](=[O:56])[CH2:48][S:49]C1SC(N)=NC=1)C. (3) Given the product [C:5]([NH:9][C:10]([C:12]1[CH:16]=[C:15]([C:17]2[CH:22]=[CH:21][C:20]([CH2:23][NH:3][CH3:2])=[CH:19][N:18]=2)[N:14]([C:25]2[CH:26]=[N:27][CH:28]=[CH:29][CH:30]=2)[N:13]=1)=[O:11])([CH3:8])([CH3:7])[CH3:6], predict the reactants needed to synthesize it. The reactants are: [BH4-].[C:2]([Na])#[N:3].[C:5]([NH:9][C:10]([C:12]1[CH:16]=[C:15]([C:17]2[CH:22]=[CH:21][C:20]([CH:23]=O)=[CH:19][N:18]=2)[N:14]([C:25]2[CH:26]=[N:27][CH:28]=[CH:29][CH:30]=2)[N:13]=1)=[O:11])([CH3:8])([CH3:7])[CH3:6].Cl.CN.C(=O)(O)[O-].[Na+]. (4) Given the product [OH:26][CH:25]([C:22]1[CH:23]=[CH:24][C:19]([CH3:27])=[CH:20][CH:21]=1)[C:2]#[C:1][C:3]1([OH:13])[CH2:12][CH2:11][C:6]2([O:7][CH2:8][CH2:9][O:10]2)[CH2:5][CH2:4]1, predict the reactants needed to synthesize it. The reactants are: [C:1]([C:3]1([OH:13])[CH2:12][CH2:11][C:6]2([O:10][CH2:9][CH2:8][O:7]2)[CH2:5][CH2:4]1)#[CH:2].C([Li])CCC.[C:19]1([CH3:27])[CH:24]=[CH:23][C:22]([CH:25]=[O:26])=[CH:21][CH:20]=1.[Cl-].[NH4+]. (5) Given the product [CH2:14]([C@@H:16]1[C@H:24]([NH2:25])[C:20]2[CH:21]=[CH:22][O:23][C:19]=2[CH2:18][CH2:17]1)[CH3:15], predict the reactants needed to synthesize it. The reactants are: C([C@@H]1[C@H](N)C2C=CSC=2CC1)CC.[CH2:14]([CH:16]1[CH2:17][CH2:18][C:19]2[O:23][CH:22]=[CH:21][C:20]=2/[C:24]/1=[N:25]\O)[CH3:15]. (6) Given the product [Cl:38][C:39]1[CH:40]=[C:41]([C@@H:45]([OH:46])[CH2:47][NH:1][CH2:2][CH2:3][C:4]2[CH:9]=[CH:8][C:7]([S:10]([C:13]3[CH:14]=[CH:15][C:16]([O:24][CH3:25])=[C:17]([CH:23]=3)[C:18]([O:20][CH2:21][CH3:22])=[O:19])(=[O:12])=[O:11])=[CH:6][CH:5]=2)[CH:42]=[CH:43][CH:44]=1, predict the reactants needed to synthesize it. The reactants are: [NH2:1][CH2:2][CH2:3][C:4]1[CH:9]=[CH:8][C:7]([S:10]([C:13]2[CH:14]=[CH:15][C:16]([O:24][CH3:25])=[C:17]([CH:23]=2)[C:18]([O:20][CH2:21][CH3:22])=[O:19])(=[O:12])=[O:11])=[CH:6][CH:5]=1.C/C(/O[Si](C)(C)C)=N\[Si](C)(C)C.[Cl:38][C:39]1[CH:40]=[C:41]([C@@H:45]2[CH2:47][O:46]2)[CH:42]=[CH:43][CH:44]=1. (7) Given the product [N+:1]([C:4]1[CH:5]=[C:6]([CH2:10][CH2:11][NH2:12])[CH:7]=[CH:8][CH:9]=1)([O-:3])=[O:2], predict the reactants needed to synthesize it. The reactants are: [N+:1]([C:4]1[CH:5]=[C:6]([CH2:10][C:11]#[N:12])[CH:7]=[CH:8][CH:9]=1)([O-:3])=[O:2].Cl. (8) Given the product [C:62]([NH:65][CH2:66][C@@H:67]([C@H:72]([OH:74])[CH3:73])[C:68]([O:70][CH3:71])=[O:69])(=[O:64])[CH3:63], predict the reactants needed to synthesize it. The reactants are: P([O-])([O-])([O-])=O.O=C[C@@H]([C@H]([C@@H]([C@@H](CO)O)O)O)O.C1N=C(N)C2N=CN([C@@H]3O[C@H](COP(OP(OC[C@H]4O[C@@H](N5C=C(C(N)=O)CC=C5)[C@H](O)[C@@H]4O)(O)=O)(O)=O)[C@@H](O)[C@H]3O)C=2N=1.[C:62]([NH:65][CH2:66][CH:67]([C:72](=[O:74])[CH3:73])[C:68]([O:70][CH3:71])=[O:69])(=[O:64])[CH3:63]. (9) The reactants are: [Br:1][C:2]1[C:7]([F:8])=[CH:6][C:5]([OH:9])=[C:4]([F:10])[CH:3]=1.[Si:11](Cl)([C:14]([CH3:17])([CH3:16])[CH3:15])([CH3:13])[CH3:12].N1C=CN=C1.O. Given the product [Br:1][C:2]1[C:7]([F:8])=[CH:6][C:5]([O:9][Si:11]([C:14]([CH3:17])([CH3:16])[CH3:15])([CH3:13])[CH3:12])=[C:4]([F:10])[CH:3]=1, predict the reactants needed to synthesize it. (10) Given the product [P:1]([OH:3])([OH:8])([O:13][C:14]1[CH:19]=[CH:18][C:17]([C:20]2[C:29](=[O:30])[C:28]3[C:23](=[CH:24][C:25]([O:31][CH2:32][C:33]4[N:34]=[C:35]([C:38]5[CH:43]=[C:42]([F:44])[CH:41]=[C:40]([C:45]([F:46])([F:47])[F:48])[CH:39]=5)[O:36][CH:37]=4)=[CH:26][CH:27]=3)[O:22][CH:21]=2)=[CH:16][CH:15]=1)=[O:2], predict the reactants needed to synthesize it. The reactants are: [P:1]([O:13][C:14]1[CH:19]=[CH:18][C:17]([C:20]2[C:29](=[O:30])[C:28]3[C:23](=[CH:24][C:25]([O:31][CH2:32][C:33]4[N:34]=[C:35]([C:38]5[CH:43]=[C:42]([F:44])[CH:41]=[C:40]([C:45]([F:48])([F:47])[F:46])[CH:39]=5)[O:36][CH:37]=4)=[CH:26][CH:27]=3)[O:22][CH:21]=2)=[CH:16][CH:15]=1)([O:8]C(C)(C)C)([O:3]C(C)(C)C)=[O:2].FC(F)(F)C(O)=O.